This data is from NCI-60 drug combinations with 297,098 pairs across 59 cell lines. The task is: Regression. Given two drug SMILES strings and cell line genomic features, predict the synergy score measuring deviation from expected non-interaction effect. (1) Drug 1: CCCS(=O)(=O)NC1=C(C(=C(C=C1)F)C(=O)C2=CNC3=C2C=C(C=N3)C4=CC=C(C=C4)Cl)F. Drug 2: CS(=O)(=O)CCNCC1=CC=C(O1)C2=CC3=C(C=C2)N=CN=C3NC4=CC(=C(C=C4)OCC5=CC(=CC=C5)F)Cl. Cell line: 786-0. Synergy scores: CSS=-0.334, Synergy_ZIP=-1.01, Synergy_Bliss=0.673, Synergy_Loewe=-0.697, Synergy_HSA=-0.147. (2) Drug 2: CC(C)NC(=O)C1=CC=C(C=C1)CNNC.Cl. Drug 1: CNC(=O)C1=NC=CC(=C1)OC2=CC=C(C=C2)NC(=O)NC3=CC(=C(C=C3)Cl)C(F)(F)F. Synergy scores: CSS=3.44, Synergy_ZIP=-1.16, Synergy_Bliss=-1.13, Synergy_Loewe=1.79, Synergy_HSA=0.597. Cell line: K-562. (3) Drug 2: C1=NNC2=C1C(=O)NC=N2. Drug 1: C1CCN(CC1)CCOC2=CC=C(C=C2)C(=O)C3=C(SC4=C3C=CC(=C4)O)C5=CC=C(C=C5)O. Cell line: EKVX. Synergy scores: CSS=6.74, Synergy_ZIP=1.82, Synergy_Bliss=5.04, Synergy_Loewe=2.98, Synergy_HSA=3.85. (4) Drug 1: CC1OCC2C(O1)C(C(C(O2)OC3C4COC(=O)C4C(C5=CC6=C(C=C35)OCO6)C7=CC(=C(C(=C7)OC)O)OC)O)O. Drug 2: CC=C1C(=O)NC(C(=O)OC2CC(=O)NC(C(=O)NC(CSSCCC=C2)C(=O)N1)C(C)C)C(C)C. Cell line: OVCAR-5. Synergy scores: CSS=73.3, Synergy_ZIP=-1.04, Synergy_Bliss=-2.81, Synergy_Loewe=-10.7, Synergy_HSA=-1.20. (5) Drug 1: CC1=C(C=C(C=C1)NC(=O)C2=CC=C(C=C2)CN3CCN(CC3)C)NC4=NC=CC(=N4)C5=CN=CC=C5. Drug 2: CC1=C(N=C(N=C1N)C(CC(=O)N)NCC(C(=O)N)N)C(=O)NC(C(C2=CN=CN2)OC3C(C(C(C(O3)CO)O)O)OC4C(C(C(C(O4)CO)O)OC(=O)N)O)C(=O)NC(C)C(C(C)C(=O)NC(C(C)O)C(=O)NCCC5=NC(=CS5)C6=NC(=CS6)C(=O)NCCC[S+](C)C)O. Cell line: SK-MEL-5. Synergy scores: CSS=18.6, Synergy_ZIP=-1.29, Synergy_Bliss=-3.86, Synergy_Loewe=-6.82, Synergy_HSA=-3.31. (6) Drug 1: CS(=O)(=O)OCCCCOS(=O)(=O)C. Drug 2: C1C(C(OC1N2C=NC3=C2NC=NCC3O)CO)O. Cell line: EKVX. Synergy scores: CSS=4.77, Synergy_ZIP=-0.0302, Synergy_Bliss=0.758, Synergy_Loewe=-0.372, Synergy_HSA=-1.67. (7) Drug 1: CC1C(C(CC(O1)OC2CC(OC(C2O)C)OC3=CC4=CC5=C(C(=O)C(C(C5)C(C(=O)C(C(C)O)O)OC)OC6CC(C(C(O6)C)O)OC7CC(C(C(O7)C)O)OC8CC(C(C(O8)C)O)(C)O)C(=C4C(=C3C)O)O)O)O. Drug 2: COCCOC1=C(C=C2C(=C1)C(=NC=N2)NC3=CC=CC(=C3)C#C)OCCOC.Cl. Cell line: EKVX. Synergy scores: CSS=43.9, Synergy_ZIP=-0.423, Synergy_Bliss=1.06, Synergy_Loewe=-0.678, Synergy_HSA=5.38. (8) Drug 1: C#CCC(CC1=CN=C2C(=N1)C(=NC(=N2)N)N)C3=CC=C(C=C3)C(=O)NC(CCC(=O)O)C(=O)O. Drug 2: CC1=C(C(=O)C2=C(C1=O)N3CC4C(C3(C2COC(=O)N)OC)N4)N. Cell line: ACHN. Synergy scores: CSS=50.4, Synergy_ZIP=-0.296, Synergy_Bliss=1.24, Synergy_Loewe=-3.26, Synergy_HSA=-3.25. (9) Drug 1: CN1CCC(CC1)COC2=C(C=C3C(=C2)N=CN=C3NC4=C(C=C(C=C4)Br)F)OC. Drug 2: CC1C(C(CC(O1)OC2CC(CC3=C2C(=C4C(=C3O)C(=O)C5=CC=CC=C5C4=O)O)(C(=O)C)O)N)O. Cell line: ACHN. Synergy scores: CSS=54.3, Synergy_ZIP=-0.312, Synergy_Bliss=-3.04, Synergy_Loewe=-17.7, Synergy_HSA=0.317.